Dataset: Catalyst prediction with 721,799 reactions and 888 catalyst types from USPTO. Task: Predict which catalyst facilitates the given reaction. (1) Reactant: [CH2:1]([N:3]([CH2:34][CH3:35])[CH2:4][CH2:5][O:6][C:7]1[CH:8]=[C:9]([C:13]2[C:14]3[C:23]([C:24]#[N:25])=[CH:22][N:21](COCC[Si](C)(C)C)[C:15]=3[N:16]=[C:17]([S:19][CH3:20])[N:18]=2)[CH:10]=[CH:11][CH:12]=1)[CH3:2].[F-].C([N+](CCCC)(CCCC)CCCC)CCC.C(N)CN. Product: [CH2:34]([N:3]([CH2:1][CH3:2])[CH2:4][CH2:5][O:6][C:7]1[CH:8]=[C:9]([C:13]2[C:14]3[C:23]([C:24]#[N:25])=[CH:22][NH:21][C:15]=3[N:16]=[C:17]([S:19][CH3:20])[N:18]=2)[CH:10]=[CH:11][CH:12]=1)[CH3:35]. The catalyst class is: 1. (2) Reactant: C([O:3][C:4]([C:6]1([CH2:35][CH3:36])[CH2:11][CH2:10][N:9]([C:12]2[N:17]=[CH:16][C:15]([C:18]3[CH:19]=[C:20]([CH:33]=[O:34])[C:21]4[S:25][C:24]([NH:26][C:27](=[O:31])[NH:28][CH2:29][CH3:30])=[N:23][C:22]=4[CH:32]=3)=[CH:14][N:13]=2)[CH2:8][CH2:7]1)=[O:5])C.CO.[OH-].[K+]. Product: [CH2:35]([C:6]1([C:4]([OH:5])=[O:3])[CH2:11][CH2:10][N:9]([C:12]2[N:13]=[CH:14][C:15]([C:18]3[CH:19]=[C:20]([CH:33]=[O:34])[C:21]4[S:25][C:24]([NH:26][C:27](=[O:31])[NH:28][CH2:29][CH3:30])=[N:23][C:22]=4[CH:32]=3)=[CH:16][N:17]=2)[CH2:8][CH2:7]1)[CH3:36]. The catalyst class is: 20. (3) Reactant: [CH3:1][O:2][C:3]1[CH:4]=[C:5]2[C:10](=[CH:11][C:12]=1[O:13][CH3:14])[CH2:9][N:8]([CH2:15][C:16]([O:18]C)=[O:17])[CH2:7][CH2:6]2.[ClH:20]. Product: [ClH:20].[CH3:1][O:2][C:3]1[CH:4]=[C:5]2[C:10](=[CH:11][C:12]=1[O:13][CH3:14])[CH2:9][N:8]([CH2:15][C:16]([OH:18])=[O:17])[CH2:7][CH2:6]2. The catalyst class is: 12. (4) Reactant: C[Si]([N-][Si](C)(C)C)(C)C.[Li+].[C:11]([C:14]1[N:15]=[N:16][CH:17]=[CH:18][CH:19]=1)(=[O:13])[CH3:12].[C:20](OC)(=[O:25])[C:21]([O:23][CH3:24])=[O:22]. Product: [CH3:24][O:23][C:21](=[O:22])[C:20](=[O:25])[CH2:12][C:11]([C:14]1[N:15]=[N:16][CH:17]=[CH:18][CH:19]=1)=[O:13]. The catalyst class is: 7. (5) Product: [C:1]([O:5][C:6](=[O:25])[NH:7][CH2:8][C@H:9]1[N:14]([C:15]([C:16]2[C:17]([C:31]3[CH:30]=[CH:29][CH:28]=[C:27]([F:26])[CH:32]=3)=[CH:18][C:19]([CH3:22])=[CH:20][CH:21]=2)=[O:24])[CH2:13][C@@H:12]2[C@H:10]1[CH2:11]2)([CH3:4])([CH3:3])[CH3:2]. The catalyst class is: 548. Reactant: [C:1]([O:5][C:6](=[O:25])[NH:7][CH2:8][C@H:9]1[N:14]([C:15](=[O:24])[C:16]2[CH:21]=[CH:20][C:19]([CH3:22])=[CH:18][C:17]=2Br)[CH2:13][C@@H:12]2[C@H:10]1[CH2:11]2)([CH3:4])([CH3:3])[CH3:2].[F:26][C:27]1[CH:28]=[C:29](B(O)O)[CH:30]=[CH:31][CH:32]=1.C([O-])([O-])=O.[Na+].[Na+]. (6) Reactant: N1C=CN=C1.[OH:6][CH2:7][C@H:8]1[CH2:12][O:11][C:10](=[O:13])[NH:9]1.[C:14]([Si:18](Cl)([C:25]1[CH:30]=[CH:29][CH:28]=[CH:27][CH:26]=1)[C:19]1[CH:24]=[CH:23][CH:22]=[CH:21][CH:20]=1)([CH3:17])([CH3:16])[CH3:15]. Product: [Si:18]([O:6][CH2:7][C@H:8]1[CH2:12][O:11][C:10](=[O:13])[NH:9]1)([C:14]([CH3:17])([CH3:16])[CH3:15])([C:25]1[CH:26]=[CH:27][CH:28]=[CH:29][CH:30]=1)[C:19]1[CH:24]=[CH:23][CH:22]=[CH:21][CH:20]=1. The catalyst class is: 34. (7) Reactant: [CH2:1]([N:8]([CH2:29][CH:30]1[CH2:35][CH2:34][CH:33]([CH2:36][OH:37])[CH2:32][CH2:31]1)[S:9]([NH:12][C:13](=[O:28])[C:14]1[CH:19]=[C:18]([C:20]([F:23])([F:22])[F:21])[CH:17]=[C:16]([C:24]([F:27])([F:26])[F:25])[CH:15]=1)(=[O:11])=[O:10])[C:2]1[CH:7]=[CH:6][CH:5]=[CH:4][CH:3]=1.C(N(CC)CC)C.[CH3:45][S:46](Cl)(=[O:48])=[O:47]. Product: [CH3:45][S:46]([O:37][CH2:36][CH:33]1[CH2:32][CH2:31][CH:30]([CH2:29][N:8]([CH2:1][C:2]2[CH:3]=[CH:4][CH:5]=[CH:6][CH:7]=2)[S:9]([NH:12][C:13](=[O:28])[C:14]2[CH:19]=[C:18]([C:20]([F:21])([F:22])[F:23])[CH:17]=[C:16]([C:24]([F:25])([F:26])[F:27])[CH:15]=2)(=[O:11])=[O:10])[CH2:35][CH2:34]1)(=[O:48])=[O:47]. The catalyst class is: 4. (8) Reactant: [OH-].[K+].[CH3:3][O:4][C:5]1[CH:10]=[CH:9][C:8]([CH2:11][C:12]#[N:13])=[CH:7][CH:6]=1.[C:14]1(=[O:20])[CH2:19][CH2:18][CH2:17][CH2:16][CH2:15]1. Product: [C:12]([CH:11]([C:8]1[CH:9]=[CH:10][C:5]([O:4][CH3:3])=[CH:6][CH:7]=1)[C:14]1([OH:20])[CH2:19][CH2:18][CH2:17][CH2:16][CH2:15]1)#[N:13]. The catalyst class is: 6. (9) Reactant: C(OC([N:8]1[CH2:13][CH2:12][CH:11]([C:14]2[N:18]([C:19]3[CH:24]=[CH:23][C:22]([CH:25]([CH3:27])[CH3:26])=[CH:21][CH:20]=3)[N:17]=[CH:16][C:15]=2[C:28](=[O:38])[NH:29][C:30]2[CH:35]=[C:34]([CH3:36])[CH:33]=[C:32]([CH3:37])[CH:31]=2)[CH2:10][CH2:9]1)=O)(C)(C)C.C(Cl)Cl.C(O)(C(F)(F)F)=O. Product: [CH3:36][C:34]1[CH:35]=[C:30]([NH:29][C:28]([C:15]2[CH:16]=[N:17][N:18]([C:19]3[CH:20]=[CH:21][C:22]([CH:25]([CH3:27])[CH3:26])=[CH:23][CH:24]=3)[C:14]=2[CH:11]2[CH2:10][CH2:9][NH:8][CH2:13][CH2:12]2)=[O:38])[CH:31]=[C:32]([CH3:37])[CH:33]=1. The catalyst class is: 2. (10) Reactant: [Cl:1][C:2]1[CH:3]=[C:4]([C:8]2[N:13]=[C:12]3[CH2:14][CH2:15][CH2:16][C:11]3=[C:10]([NH:17][C:18]3[CH:29]=[CH:28][C:21]([O:22][CH2:23][C:24]([O:26]C)=[O:25])=[CH:20][CH:19]=3)[CH:9]=2)[CH:5]=[CH:6][CH:7]=1.[Li+].[OH-].O.Cl. Product: [Cl:1][C:2]1[CH:3]=[C:4]([C:8]2[N:13]=[C:12]3[CH2:14][CH2:15][CH2:16][C:11]3=[C:10]([NH:17][C:18]3[CH:19]=[CH:20][C:21]([O:22][CH2:23][C:24]([OH:26])=[O:25])=[CH:28][CH:29]=3)[CH:9]=2)[CH:5]=[CH:6][CH:7]=1. The catalyst class is: 6.